From a dataset of Catalyst prediction with 721,799 reactions and 888 catalyst types from USPTO. Predict which catalyst facilitates the given reaction. Reactant: [CH3:1][N:2]([C:4]([O:8][N:9]1[N:17]=[N:16][C:11]2[CH:12]=[CH:13][CH:14]=[N:15][C:10]1=2)=[N+:5]([CH3:7])[CH3:6])[CH3:3].[F:18][P-:19]([F:24])([F:23])([F:22])([F:21])[F:20].CCN(C(C)C)C(C)C. Product: [CH3:7][N:5]([C:4]([O:8][N:9]1[N:17]=[N:16][C:11]2[CH:12]=[CH:13][CH:14]=[N:15][C:10]1=2)=[N+:2]([CH3:3])[CH3:1])[CH3:6].[F:18][P-:19]([F:24])([F:23])([F:22])([F:21])[F:20].[CH:13]1[CH:14]=[N:15][C:10]2[N:9]([OH:8])[N:17]=[N:16][C:11]=2[CH:12]=1. The catalyst class is: 37.